This data is from Catalyst prediction with 721,799 reactions and 888 catalyst types from USPTO. The task is: Predict which catalyst facilitates the given reaction. Reactant: [F:1][C:2]([F:30])([F:29])[C:3]([N:5]1[CH:10]2[CH2:11][CH2:12][CH:6]1[CH2:7][C:8](=[C:13]1[C:26]3[CH:25]=[CH:24][C:23]([C:27]#[N:28])=[CH:22][C:21]=3O[C:19]3[C:14]1=[CH:15][CH:16]=[CH:17][CH:18]=3)[CH2:9]2)=[O:4].[NH2:31][OH:32].Cl.C([O-])([O-])=O.[K+].[K+].[OH2:40]. Product: [OH:32][NH:31][C:27]([C:23]1[CH:22]=[CH:21][C:26]2[C:13](=[C:8]3[CH2:9][CH:10]4[N:5]([C:3](=[O:4])[C:2]([F:30])([F:29])[F:1])[CH:6]([CH2:12][CH2:11]4)[CH2:7]3)[C:14]3[C:15]([O:40][C:25]=2[CH:24]=1)=[CH:16][CH:17]=[CH:18][CH:19]=3)=[NH:28]. The catalyst class is: 14.